Dataset: Full USPTO retrosynthesis dataset with 1.9M reactions from patents (1976-2016). Task: Predict the reactants needed to synthesize the given product. (1) Given the product [I:1][C:2]1[CH:11]=[C:10]2[C:5]([CH:6]=[CH:7][C:8]([O:12][CH:13]([O:18][CH3:19])[C:14]([OH:16])=[O:15])=[CH:9]2)=[CH:4][CH:3]=1, predict the reactants needed to synthesize it. The reactants are: [I:1][C:2]1[CH:11]=[C:10]2[C:5]([CH:6]=[CH:7][C:8]([O:12][CH:13]([O:18][CH3:19])[C:14]([O:16]C)=[O:15])=[CH:9]2)=[CH:4][CH:3]=1.O.[OH-].[Li+].C(OCC)(=O)C.Cl. (2) Given the product [Cl:1][C:2]1[CH:3]=[C:4]([CH:14]=[CH:15][C:16]=1[Cl:17])[CH2:5][N:6]1[CH2:11][CH2:10][O:9][CH:8]([CH2:12][NH:13][C:19]([NH:18][C:21]2[CH:26]=[CH:25][C:24]([S:27][C:28]([F:30])([F:29])[F:31])=[CH:23][CH:22]=2)=[O:20])[CH2:7]1, predict the reactants needed to synthesize it. The reactants are: [Cl:1][C:2]1[CH:3]=[C:4]([CH:14]=[CH:15][C:16]=1[Cl:17])[CH2:5][N:6]1[CH2:11][CH2:10][O:9][CH:8]([CH2:12][NH2:13])[CH2:7]1.[N:18]([C:21]1[CH:26]=[CH:25][C:24]([S:27][C:28]([F:31])([F:30])[F:29])=[CH:23][CH:22]=1)=[C:19]=[O:20]. (3) Given the product [F:1][C:2]1[CH:9]=[C:8]([O:10][CH2:16][C:15]2[CH:18]=[CH:19][C:12]([F:11])=[CH:13][CH:14]=2)[CH:7]=[CH:6][C:3]=1[C:4]#[N:5], predict the reactants needed to synthesize it. The reactants are: [F:1][C:2]1[CH:9]=[C:8]([OH:10])[CH:7]=[CH:6][C:3]=1[C:4]#[N:5].[F:11][C:12]1[CH:19]=[CH:18][C:15]([CH2:16]Br)=[CH:14][CH:13]=1.